From a dataset of Full USPTO retrosynthesis dataset with 1.9M reactions from patents (1976-2016). Predict the reactants needed to synthesize the given product. Given the product [CH2:20]([NH:24][C:13]1[CH:18]=[CH:17][CH:16]=[CH:15][CH:14]=1)[CH2:21][CH2:22][CH3:23], predict the reactants needed to synthesize it. The reactants are: [O-]P([O-])([O-])=O.[K+].[K+].[K+].C(O)(C)C.[C:13]1(I)[CH:18]=[CH:17][CH:16]=[CH:15][CH:14]=1.[CH2:20]([NH2:24])[CH2:21][CH2:22][CH3:23].